Task: Predict the reactants needed to synthesize the given product.. Dataset: Full USPTO retrosynthesis dataset with 1.9M reactions from patents (1976-2016) (1) Given the product [Cl:26][C:21]1[CH:22]=[CH:23][CH:24]=[CH:25][C:20]=1[C:11]1[CH:10]=[N:9][C:8]2[N:7]([N:6]=[CH:5][C:4]=2[C:1](=[O:2])[NH:36][C:30]2([C:28]#[N:29])[CH2:35][CH2:34][CH2:33][CH2:32][CH2:31]2)[C:12]=1[C:13]1[CH:14]=[CH:15][C:16]([Cl:19])=[CH:17][CH:18]=1, predict the reactants needed to synthesize it. The reactants are: [C:1]([C:4]1[CH:5]=[N:6][N:7]2[C:12]([C:13]3[CH:18]=[CH:17][C:16]([Cl:19])=[CH:15][CH:14]=3)=[C:11]([C:20]3[CH:25]=[CH:24][CH:23]=[CH:22][C:21]=3[Cl:26])[CH:10]=[N:9][C:8]=12)(O)=[O:2].Cl.[C:28]([C:30]1([NH2:36])[CH2:35][CH2:34][CH2:33][CH2:32][CH2:31]1)#[N:29].O.ON1C2C=CC=CC=2N=N1.Cl.CN(C)CCCN=C=NCC.C(=O)([O-])O.[Na+]. (2) Given the product [F:10][C:11]1[CH:19]=[C:18]2[C:14]([C:15](=[CH:30][C:31]3[CH:36]=[CH:35][C:34]([S:37]([CH3:39])=[O:38])=[CH:33][CH:32]=3)[C:16]([CH3:29])=[C:17]2[CH2:20][C:21]([NH:23][CH2:24][CH2:25][CH2:26][CH2:27][O:28][P:1](=[O:2])([O:6][CH2:7][CH3:8])[O:3][CH2:4][CH3:5])=[O:22])=[CH:13][CH:12]=1, predict the reactants needed to synthesize it. The reactants are: [P:1](Cl)([O:6][CH2:7][CH3:8])([O:3][CH2:4][CH3:5])=[O:2].[F:10][C:11]1[CH:19]=[C:18]2[C:14]([C:15](=[CH:30][C:31]3[CH:36]=[CH:35][C:34]([S:37]([CH3:39])=[O:38])=[CH:33][CH:32]=3)[C:16]([CH3:29])=[C:17]2[CH2:20][C:21]([NH:23][CH2:24][CH2:25][CH2:26][CH2:27][OH:28])=[O:22])=[CH:13][CH:12]=1.CCN(C(C)C)C(C)C. (3) Given the product [Br:22][C:23]1[CH:28]=[CH:27][C:26]([C:7]2[CH:6]=[CH:5][N:4]=[C:3]([S:2][CH3:1])[N:8]=2)=[CH:25][CH:24]=1, predict the reactants needed to synthesize it. The reactants are: [CH3:1][S:2][C:3]1[N:8]=[C:7]([Sn](CCCC)(CCCC)CCCC)[CH:6]=[CH:5][N:4]=1.[Br:22][C:23]1[CH:28]=[CH:27][C:26](Br)=[CH:25][CH:24]=1.